This data is from Reaction yield outcomes from USPTO patents with 853,638 reactions. The task is: Predict the reaction yield, written as a fraction of the theoretical maximum amount of product (1.0 means a 100% yield; for example, 0.34 means a 34% yield). (1) The reactants are [Br:1][CH2:2][C:3]([C:5]1[CH:10]=[CH:9][C:8]([CH3:11])=[CH:7][CH:6]=1)=[O:4].[S:12]1[CH2:16][CH2:15][CH2:14][CH2:13]1. The catalyst is CC(C)=O.O. The product is [Br-:1].[O:4]=[C:3]([C:5]1[CH:10]=[CH:9][C:8]([CH3:11])=[CH:7][CH:6]=1)[CH2:2][S+:12]1[CH2:16][CH2:15][CH2:14][CH2:13]1. The yield is 0.730. (2) The reactants are [Cl:1][C:2]1[C:3]([C:10]([F:13])([F:12])[F:11])=[CH:4][C:5](I)=[C:6]([CH:8]=1)[NH2:7].[C:14]([Cu])#[N:15]. The catalyst is CN(C=O)C. The product is [NH2:7][C:6]1[CH:8]=[C:2]([Cl:1])[C:3]([C:10]([F:13])([F:12])[F:11])=[CH:4][C:5]=1[C:14]#[N:15]. The yield is 0.630. (3) The reactants are Cl[C:2]1[CH:27]=[CH:26][C:5]([C:6]([NH:8][C:9]2[S:10][C:11]3[C:17]([N:18]4[CH2:23][CH2:22][O:21][CH2:20][CH2:19]4)=[CH:16][CH:15]=[C:14]([O:24][CH3:25])[C:12]=3[N:13]=2)=[O:7])=[CH:4][N:3]=1.[C:28]([N:31]1[CH2:36][CH2:35][NH:34][CH2:33][CH2:32]1)(=[O:30])[CH3:29].C(=O)([O-])[O-].[Cs+].[Cs+]. The catalyst is CN1C(=O)CCC1. The product is [C:28]([N:31]1[CH2:36][CH2:35][N:34]([C:2]2[CH:27]=[CH:26][C:5]([C:6]([NH:8][C:9]3[S:10][C:11]4[C:17]([N:18]5[CH2:23][CH2:22][O:21][CH2:20][CH2:19]5)=[CH:16][CH:15]=[C:14]([O:24][CH3:25])[C:12]=4[N:13]=3)=[O:7])=[CH:4][N:3]=2)[CH2:33][CH2:32]1)(=[O:30])[CH3:29]. The yield is 0.310. (4) The reactants are [F:1][C:2]([F:31])([F:30])[C:3]1[CH:4]=[C:5]([C:13]2[N:17]=[CH:16][N:15](/[CH:18]=[CH:19]\[C:20]([NH:22][NH:23][C:24]3[CH:29]=[CH:28][CH:27]=[CH:26][N:25]=3)=[O:21])[N:14]=2)[CH:6]=[C:7]([C:9]([F:12])([F:11])[F:10])[CH:8]=1.[ClH:32]. The catalyst is CCOCC.O1CCOCC1. The product is [ClH:32].[F:12][C:9]([F:10])([F:11])[C:7]1[CH:6]=[C:5]([C:13]2[N:17]=[CH:16][N:15](/[CH:18]=[CH:19]\[C:20]([NH:22][NH:23][C:24]3[CH:29]=[CH:28][CH:27]=[CH:26][N:25]=3)=[O:21])[N:14]=2)[CH:4]=[C:3]([C:2]([F:1])([F:30])[F:31])[CH:8]=1. The yield is 0.920. (5) The reactants are [CH3:1][C:2]1[CH:7]=[CH:6][C:5]([S:8]([O:11][CH2:12][CH:13]2[CH2:17][C:16]3[CH:18]=[C:19]([Cl:30])[CH:20]=[C:21](OS(C(F)(F)F)(=O)=O)[C:15]=3[O:14]2)(=[O:10])=[O:9])=[CH:4][CH:3]=1.[S:31]1[CH:35]=[CH:34][C:33](B(O)O)=[CH:32]1.C(=O)([O-])[O-].[K+].[K+].C(C1C=CC=CC=1B1OC(C)(C)C(C)(C)O1)(C)C. The catalyst is C1C=CC([PH+]([C]2[CH][CH][CH][CH]2)C2C=CC=CC=2)=CC=1.C1C=CC([PH+]([C]2[CH][CH][CH][CH]2)C2C=CC=CC=2)=CC=1.C(Cl)Cl.Cl[Pd]Cl.[Fe]. The product is [CH3:1][C:2]1[CH:3]=[CH:4][C:5]([S:8]([O:11][CH2:12][CH:13]2[CH2:17][C:16]3[CH:18]=[C:19]([Cl:30])[CH:20]=[C:21]([C:33]4[CH:34]=[CH:35][S:31][CH:32]=4)[C:15]=3[O:14]2)(=[O:10])=[O:9])=[CH:6][CH:7]=1. The yield is 0.170.